From a dataset of Full USPTO retrosynthesis dataset with 1.9M reactions from patents (1976-2016). Predict the reactants needed to synthesize the given product. (1) Given the product [CH3:13][O:12][C:6]1[CH:5]=[C:4]([O:3][CH2:14][O:15][CH2:16][CH2:17][O:18][CH3:19])[CH:11]=[CH:10][C:7]=1[CH:8]=[O:9], predict the reactants needed to synthesize it. The reactants are: [H-].[Na+].[OH:3][C:4]1[CH:11]=[CH:10][C:7]([CH:8]=[O:9])=[C:6]([O:12][CH3:13])[CH:5]=1.[CH3:14][O:15][CH2:16][CH2:17][O:18][CH2:19]Cl.O. (2) Given the product [Cl:1][C:2]1[CH:3]=[CH:4][C:5]([S:8]([N:11]([CH2:21][C:22]2[CH:23]=[CH:24][C:25]([C:26]([OH:28])=[O:27])=[CH:30][CH:31]=2)[CH:12]([C:15]2[CH:20]=[CH:19][CH:18]=[CH:17][CH:16]=2)[CH2:13][CH3:14])(=[O:9])=[O:10])=[CH:6][CH:7]=1, predict the reactants needed to synthesize it. The reactants are: [Cl:1][C:2]1[CH:7]=[CH:6][C:5]([S:8]([N:11]([CH2:21][C:22]2[CH:31]=[CH:30][C:25]([C:26]([O:28]C)=[O:27])=[CH:24][CH:23]=2)[CH:12]([C:15]2[CH:20]=[CH:19][CH:18]=[CH:17][CH:16]=2)[CH2:13][CH3:14])(=[O:10])=[O:9])=[CH:4][CH:3]=1.[OH-].[K+]. (3) Given the product [F:19][C:20]1[CH:21]=[CH:22][C:23]([N:26]2[CH:30]=[CH:29][C:28]([O:31][CH2:2][C:3]3[C:8]([O:9][CH2:10][CH3:11])=[CH:7][CH:6]=[CH:5][C:4]=3[N:12]3[C:16](=[O:17])[N:15]([CH3:18])[N:14]=[N:13]3)=[N:27]2)=[CH:24][CH:25]=1, predict the reactants needed to synthesize it. The reactants are: Br[CH2:2][C:3]1[C:8]([O:9][CH2:10][CH3:11])=[CH:7][CH:6]=[CH:5][C:4]=1[N:12]1[C:16](=[O:17])[N:15]([CH3:18])[N:14]=[N:13]1.[F:19][C:20]1[CH:25]=[CH:24][C:23]([N:26]2[CH:30]=[CH:29][C:28]([OH:31])=[N:27]2)=[CH:22][CH:21]=1.C(=O)([O-])[O-].[K+].[K+].C(#N)C. (4) Given the product [C:17]([C:21]1[CH:25]=[C:24]([C:26]([NH:28][CH2:29][CH2:30][C:31]2[O:32][C:33]([C:2]3[CH:9]=[CH:8][C:5]([C:6]#[N:7])=[C:4]([Cl:10])[C:3]=3[CH3:11])=[CH:34][CH:35]=2)=[O:27])[NH:23][N:22]=1)([CH3:20])([CH3:18])[CH3:19], predict the reactants needed to synthesize it. The reactants are: N[C:2]1[CH:9]=[CH:8][C:5]([C:6]#[N:7])=[C:4]([Cl:10])[C:3]=1[CH3:11].Cl.N([O-])=O.[Na+].[C:17]([C:21]1[CH:25]=[C:24]([C:26]([NH:28][CH2:29][CH2:30][C:31]2[O:32][CH:33]=[CH:34][CH:35]=2)=[O:27])[NH:23][N:22]=1)([CH3:20])([CH3:19])[CH3:18].